Dataset: CYP2D6 inhibition data for predicting drug metabolism from PubChem BioAssay. Task: Regression/Classification. Given a drug SMILES string, predict its absorption, distribution, metabolism, or excretion properties. Task type varies by dataset: regression for continuous measurements (e.g., permeability, clearance, half-life) or binary classification for categorical outcomes (e.g., BBB penetration, CYP inhibition). Dataset: cyp2d6_veith. The drug is O=C(NCCOc1nc(N2CCOCC2)nc(N2CCOCC2)n1)Nc1ccccc1. The result is 0 (non-inhibitor).